The task is: Predict the product of the given reaction.. This data is from Forward reaction prediction with 1.9M reactions from USPTO patents (1976-2016). Given the reactants [C:1]([N:20]1[CH:24]=[C:23]([C:25]([OH:27])=O)[N:22]=[CH:21]1)([C:14]1[CH:19]=[CH:18][CH:17]=[CH:16][CH:15]=1)([C:8]1[CH:13]=[CH:12][CH:11]=[CH:10][CH:9]=1)[C:2]1[CH:7]=[CH:6][CH:5]=[CH:4][CH:3]=1.CCN=C=NCCCN(C)C.Cl.[CH3:40][NH:41][O:42][CH3:43].O, predict the reaction product. The product is: [O:42]([N:41]([CH3:40])[C:25]([C:23]1[N:22]=[CH:21][N:20]([C:1]([C:2]2[CH:7]=[CH:6][CH:5]=[CH:4][CH:3]=2)([C:8]2[CH:9]=[CH:10][CH:11]=[CH:12][CH:13]=2)[C:14]2[CH:15]=[CH:16][CH:17]=[CH:18][CH:19]=2)[CH:24]=1)=[O:27])[CH3:43].